This data is from Forward reaction prediction with 1.9M reactions from USPTO patents (1976-2016). The task is: Predict the product of the given reaction. (1) Given the reactants C(Cl)(=O)C(Cl)=O.CS(C)=O.[OH:11][CH2:12][CH2:13][CH2:14][CH2:15][N:16]1[C:25]2[C:20](=[CH:21][CH:22]=[C:23]([O:26][CH3:27])[CH:24]=2)[N:19]=[CH:18][C:17]1=[O:28].C(N(CC)CC)C.[Cl-].[NH4+], predict the reaction product. The product is: [CH3:27][O:26][C:23]1[CH:24]=[C:25]2[C:20]([N:19]=[CH:18][C:17](=[O:28])[N:16]2[CH2:15][CH2:14][CH2:13][CH:12]=[O:11])=[CH:21][CH:22]=1. (2) The product is: [C:21]([O:29][N:17]([CH:15]1[CH2:16][N:13]([C:7]2[C:8]3[N:9]([CH:10]=[N:11][N:12]=3)[C:4]3[CH:3]=[C:2]([Br:1])[CH:20]=[N:19][C:5]=3[N:6]=2)[CH2:14]1)[CH3:18])(=[O:28])[C:22]1[CH:27]=[CH:26][CH:25]=[CH:24][CH:23]=1. Given the reactants [Br:1][C:2]1[CH:20]=[N:19][C:5]2[N:6]=[C:7]([N:13]3[CH2:16][CH:15]([NH:17][CH3:18])[CH2:14]3)[C:8]3[N:9]([CH:10]=[N:11][N:12]=3)[C:4]=2[CH:3]=1.[C:21]([O:29][O:29][C:21](=[O:28])[C:22]1[CH:27]=[CH:26][CH:25]=[CH:24][CH:23]=1)(=[O:28])[C:22]1[CH:27]=[CH:26][CH:25]=[CH:24][CH:23]=1.C([O-])([O-])=O.[K+].[K+], predict the reaction product. (3) Given the reactants [C:1]1([OH:11])[C:10]2[C:5](=[CH:6][CH:7]=[CH:8][CH:9]=2)[CH:4]=[CH:3][CH:2]=1.[Br:12][C:13]1[CH:14]=[C:15]([CH:18]=[C:19]([O:23][CH3:24])[C:20]=1[O:21][CH3:22])[CH:16]=O.[C:25]([CH2:27][C:28]([O:30][CH2:31][CH3:32])=[O:29])#[N:26].N1CCCCC1, predict the reaction product. The product is: [CH2:31]([O:30][C:28]([C:27]1[CH:16]([C:15]2[CH:18]=[C:19]([O:23][CH3:24])[C:20]([O:21][CH3:22])=[C:13]([Br:12])[CH:14]=2)[C:2]2[C:1](=[C:10]3[CH:9]=[CH:8][CH:7]=[CH:6][C:5]3=[CH:4][CH:3]=2)[O:11][C:25]=1[NH2:26])=[O:29])[CH3:32]. (4) Given the reactants [CH3:1][C:2]1[CH:6]=[C:5]([NH:7][CH:8]=[C:9]([C:15]([O:17]CC)=O)[C:10]([O:12][CH2:13][CH3:14])=[O:11])[S:4][N:3]=1, predict the reaction product. The product is: [CH3:1][C:2]1[C:6]2[C:15](=[O:17])[C:9]([C:10]([O:12][CH2:13][CH3:14])=[O:11])=[CH:8][NH:7][C:5]=2[S:4][N:3]=1. (5) Given the reactants [CH:1]([N:4]1[C:8]([C:9]2[S:10][C:11]3[CH2:12][CH2:13][O:14][C:15]4[CH:22]=[C:21]([CH:23]5[CH2:26][N:25](CC(N)=O)[CH2:24]5)[CH:20]=[CH:19][C:16]=4[C:17]=3[N:18]=2)=[N:7][CH:6]=[N:5]1)([CH3:3])[CH3:2].Br[C:32]([CH3:38])([CH3:37])[C:33]([O:35][CH3:36])=[O:34].C(=O)([O-])[O-].[Cs+].[Cs+], predict the reaction product. The product is: [CH3:36][O:35][C:33](=[O:34])[C:32]([N:25]1[CH2:26][CH:23]([C:21]2[CH:20]=[CH:19][C:16]3[C:17]4[N:18]=[C:9]([C:8]5[N:4]([CH:1]([CH3:3])[CH3:2])[N:5]=[CH:6][N:7]=5)[S:10][C:11]=4[CH2:12][CH2:13][O:14][C:15]=3[CH:22]=2)[CH2:24]1)([CH3:38])[CH3:37]. (6) Given the reactants [CH2:1]([N:8](C)[C:9]1[CH:14]=[C:13]([NH:15][C:16]([NH:18][C@H:19]2[CH2:23][CH2:22][N:21]([CH2:24][CH:25]([C:32]3[CH:37]=[CH:36][CH:35]=[CH:34][CH:33]=3)[C:26]3[CH:31]=[CH:30][CH:29]=[CH:28][CH:27]=3)[CH2:20]2)=[O:17])[CH:12]=[CH:11][N:10]=1)C1C=CC=CC=1, predict the reaction product. The product is: [C:32]1([CH:25]([C:26]2[CH:27]=[CH:28][CH:29]=[CH:30][CH:31]=2)[CH2:24][N:21]2[CH2:22][CH2:23][C@H:19]([NH:18][C:16]([NH:15][C:13]3[CH:12]=[CH:11][N:10]=[C:9]([NH:8][CH3:1])[CH:14]=3)=[O:17])[CH2:20]2)[CH:33]=[CH:34][CH:35]=[CH:36][CH:37]=1. (7) The product is: [Cl:1][C:2]1[CH:7]=[C:6]([F:36])[CH:5]=[CH:4][C:3]=1[CH2:12][NH:13][C:14](=[O:28])[C@@H:15]1[CH2:19][CH2:18][C:17](=[O:20])[N:16]1[CH2:21][C:22]1[CH:27]=[CH:26][CH:25]=[CH:24][CH:23]=1. Given the reactants [Cl:1][C:2]1[C:7](C(F)(F)F)=[CH:6][CH:5]=[CH:4][C:3]=1[CH2:12][NH:13][C:14](=[O:28])[C@@H:15]1[CH2:19][CH2:18][C:17](=[O:20])[N:16]1[CH2:21][C:22]1[CH:27]=[CH:26][CH:25]=[CH:24][CH:23]=1.ClC1C=C([F:36])C=CC=1CN, predict the reaction product. (8) Given the reactants O=[C:2]1[NH:8][C:7]2[CH:9]=[CH:10][CH:11]=[CH:12][C:6]=2[NH:5][C:4](=[O:13])[CH2:3]1.[CH2:14](I)[C:15]([CH3:18])([CH3:17])[CH3:16].[C:20]([O-:23])([O-])=O.[Cs+].[Cs+].O, predict the reaction product. The product is: [O:13]=[C:4]1[N:5]([CH2:14][C:15]([CH3:18])([CH3:17])[CH3:16])[C:6]2[CH:12]=[CH:11][CH:10]=[CH:9][C:7]=2[N:8]([CH2:2][C:15]([CH3:17])([CH3:16])[CH3:14])[C:20](=[O:23])[CH2:3]1.